This data is from Full USPTO retrosynthesis dataset with 1.9M reactions from patents (1976-2016). The task is: Predict the reactants needed to synthesize the given product. Given the product [C:1]([O:5][C:27]([NH:18][C@H:16]([C:17]([NH:30][C@H:31]([C:35]([NH2:37])=[O:36])[CH:32]([CH3:34])[CH3:33])=[O:42])[CH3:15])=[O:26])([CH3:2])([CH3:3])[CH3:4], predict the reactants needed to synthesize it. The reactants are: [C:1]([O:5]N[C@H](C(O)=O)C)([CH3:4])([CH3:3])[CH3:2].C1C=C[C:15]2N(O)N=[N:18][C:16]=2[CH:17]=1.CN1C[CH2:27][O:26]CC1.Cl.[NH2:30][C@H:31]([C:35]([NH2:37])=[O:36])[CH:32]([CH3:34])[CH3:33].CN(C=[O:42])C.